This data is from Reaction yield outcomes from USPTO patents with 853,638 reactions. The task is: Predict the reaction yield, written as a fraction of the theoretical maximum amount of product (1.0 means a 100% yield; for example, 0.34 means a 34% yield). (1) The reactants are Cl.[C:2]1([N:8]([C:10]2[CH:15]=[CH:14][CH:13]=[CH:12][CH:11]=2)N)[CH:7]=[CH:6][CH:5]=[CH:4][CH:3]=1.[CH3:16][CH:17]([CH3:45])[C:18]([NH:20][C:21]1[CH:26]=[CH:25][CH:24]=[C:23]([CH:27]2[CH2:32][CH2:31][N:30]([CH2:33][CH2:34][CH2:35][CH2:36][C:37](=O)[C:38]3[CH:43]=[CH:42][CH:41]=[CH:40][CH:39]=3)[CH2:29][CH2:28]2)[CH:22]=1)=[O:19].CC(O)=O.C([O-])([O-])=O.[K+].[K+]. The catalyst is O.[Cl-].[Cl-].[Zn+2]. The product is [C:2]1([N:8]2[C:10]3[C:15](=[CH:14][CH:13]=[CH:12][CH:11]=3)[C:36]([CH2:35][CH2:34][CH2:33][N:30]3[CH2:31][CH2:32][CH:27]([C:23]4[CH:22]=[C:21]([NH:20][C:18](=[O:19])[CH:17]([CH3:45])[CH3:16])[CH:26]=[CH:25][CH:24]=4)[CH2:28][CH2:29]3)=[C:37]2[C:38]2[CH:39]=[CH:40][CH:41]=[CH:42][CH:43]=2)[CH:7]=[CH:6][CH:5]=[CH:4][CH:3]=1. The yield is 0.370. (2) The product is [C:28]1([CH:7]([C:1]2[CH:2]=[CH:3][CH:4]=[CH:5][CH:6]=2)[N:8]2[C:16]3[C:11](=[CH:12][CH:13]=[CH:14][CH:15]=3)[C:10]([C:17]3[C:25]([OH:26])=[CH:24][C:20]4[CH2:21][CH2:22][O:23][C:19]=4[CH:18]=3)([CH2:34][OH:35])[C:9]2=[O:27])[CH:33]=[CH:32][CH:31]=[CH:30][CH:29]=1. The yield is 0.650. The reactants are [C:1]1([CH:7]([C:28]2[CH:33]=[CH:32][CH:31]=[CH:30][CH:29]=2)[N:8]2[C:16]3[C:11](=[CH:12][CH:13]=[CH:14][CH:15]=3)[CH:10]([C:17]3[C:25]([OH:26])=[CH:24][C:20]4[CH2:21][CH2:22][O:23][C:19]=4[CH:18]=3)[C:9]2=[O:27])[CH:6]=[CH:5][CH:4]=[CH:3][CH:2]=1.[CH2:34]=[O:35].C(NC(C)C)(C)C. The catalyst is C1COCC1.C(OCC)(=O)C.